This data is from Full USPTO retrosynthesis dataset with 1.9M reactions from patents (1976-2016). The task is: Predict the reactants needed to synthesize the given product. (1) Given the product [CH3:19][C:5]1[C:4]2[C:8](=[CH:9][CH:10]=[C:2]([B:25]3[O:29][C:28]([CH3:31])([CH3:30])[C:27]([CH3:33])([CH3:32])[O:26]3)[CH:3]=2)[N:7]([CH2:11][O:12][CH:13]([Si:15]([CH3:18])([CH3:17])[CH3:16])[CH3:14])[N:6]=1, predict the reactants needed to synthesize it. The reactants are: Br[C:2]1[CH:3]=[C:4]2[C:8](=[CH:9][CH:10]=1)[N:7]([CH2:11][O:12][CH:13]([Si:15]([CH3:18])([CH3:17])[CH3:16])[CH3:14])[N:6]=[C:5]2[CH3:19].C([O-])(=O)C.[K+].[B:25]1([B:25]2[O:29][C:28]([CH3:31])([CH3:30])[C:27]([CH3:33])([CH3:32])[O:26]2)[O:29][C:28]([CH3:31])([CH3:30])[C:27]([CH3:33])([CH3:32])[O:26]1.C(OCC)(=O)C. (2) Given the product [CH3:19][N:20]([CH3:36])[C:21]1[CH:22]=[CH:23][C:24]([C:27]2[C:28]([C:33]([NH:18][C:14]3[CH:13]=[C:12]4[C:17](=[CH:16][CH:15]=3)[N:9]([C:7](=[O:8])[CH2:6][N:1]3[CH:5]=[CH:4][CH:3]=[N:2]3)[CH2:10][CH2:11]4)=[O:34])=[CH:29][CH:30]=[CH:31][CH:32]=2)=[CH:25][CH:26]=1, predict the reactants needed to synthesize it. The reactants are: [N:1]1([CH2:6][C:7]([N:9]2[C:17]3[C:12](=[CH:13][C:14]([NH2:18])=[CH:15][CH:16]=3)[CH2:11][CH2:10]2)=[O:8])[CH:5]=[CH:4][CH:3]=[N:2]1.[CH3:19][N:20]([CH3:36])[C:21]1[CH:26]=[CH:25][C:24]([C:27]2[C:28]([C:33](O)=[O:34])=[CH:29][CH:30]=[CH:31][CH:32]=2)=[CH:23][CH:22]=1.F[P-](F)(F)(F)(F)F.N1(O[P+](N2CCCC2)(N2CCCC2)N2CCCC2)C2C=CC=CC=2N=N1.C(N(C(C)C)CC)(C)C. (3) The reactants are: [Cl:1][C:2]1[CH:15]=[CH:14][C:5]2[S:6][C:7]([S:10](Cl)(=[O:12])=[O:11])=[C:8]([CH3:9])[C:4]=2[CH:3]=1.[NH2:16]C1C=C2C(C=CN2CCN(C)C)=CC=1. Given the product [Cl:1][C:2]1[CH:15]=[CH:14][C:5]2[S:6][C:7]([S:10]([NH2:16])(=[O:12])=[O:11])=[C:8]([CH3:9])[C:4]=2[CH:3]=1, predict the reactants needed to synthesize it. (4) Given the product [C:11]([O:10][CH2:9][CH2:8][O:1][C:2]1[CH:7]=[CH:6][CH:5]=[CH:4][CH:3]=1)(=[O:18])[C:12]1[CH:17]=[CH:16][CH:15]=[CH:14][CH:13]=1, predict the reactants needed to synthesize it. The reactants are: [O:1]([CH2:8][CH2:9][OH:10])[C:2]1[CH:7]=[CH:6][CH:5]=[CH:4][CH:3]=1.[C:11](O)(=[O:18])[C:12]1[CH:17]=[CH:16][CH:15]=[CH:14][CH:13]=1.[OH-].[K+]. (5) Given the product [CH3:13][O:14][C:15]1[CH:23]=[CH:22][C:18]([C:19]([O:21][CH2:27][CH2:26][CH2:25][Br:24])=[O:20])=[CH:17][CH:16]=1, predict the reactants needed to synthesize it. The reactants are: Cl.CN(C)CCCN=C=NCC.[CH3:13][O:14][C:15]1[CH:23]=[CH:22][C:18]([C:19]([OH:21])=[O:20])=[CH:17][CH:16]=1.[Br:24][CH2:25][CH2:26][CH2:27]O. (6) Given the product [C:28]([C:18]1[C:17](=[O:34])[C:16]2[C:21](=[CH:22][C:13]([NH:12][CH:6]3[CH2:7][CH2:8][CH2:9][CH2:10][CH2:11]3)=[C:14]([F:35])[CH:15]=2)[N:20]([CH:23]2[CH2:27][CH2:26][CH2:25][CH2:24]2)[CH:19]=1)(=[O:29])[CH3:1], predict the reactants needed to synthesize it. The reactants are: [CH2:1]1COCC1.[CH:6]1([NH:12][C:13]2[CH:22]=[C:21]3[C:16]([C:17](=[O:34])[C:18]([C:28](N(OC)C)=[O:29])=[CH:19][N:20]3[CH:23]3[CH2:27][CH2:26][CH2:25][CH2:24]3)=[CH:15][C:14]=2[F:35])[CH2:11][CH2:10][CH2:9][CH2:8][CH2:7]1.